This data is from NCI-60 drug combinations with 297,098 pairs across 59 cell lines. The task is: Regression. Given two drug SMILES strings and cell line genomic features, predict the synergy score measuring deviation from expected non-interaction effect. Drug 1: COC1=CC(=CC(=C1O)OC)C2C3C(COC3=O)C(C4=CC5=C(C=C24)OCO5)OC6C(C(C7C(O6)COC(O7)C8=CC=CS8)O)O. Drug 2: C1=CC(=CC=C1CC(C(=O)O)N)N(CCCl)CCCl.Cl. Cell line: UACC-257. Synergy scores: CSS=20.7, Synergy_ZIP=0.905, Synergy_Bliss=8.45, Synergy_Loewe=-3.09, Synergy_HSA=5.66.